Dataset: Reaction yield outcomes from USPTO patents with 853,638 reactions. Task: Predict the reaction yield, written as a fraction of the theoretical maximum amount of product (1.0 means a 100% yield; for example, 0.34 means a 34% yield). (1) The yield is 0.600. The product is [CH2:7]([N:6]1[C:2]([N:20]2[CH2:21][CH2:22][CH2:23][C@@H:17]([NH:16][C:14](=[O:15])[C:13]([F:24])([F:12])[F:25])[CH2:18][CH2:19]2)=[C:3]([N+:9]([O-:11])=[O:10])[CH:4]=[N:5]1)[CH3:8]. No catalyst specified. The reactants are Cl[C:2]1[N:6]([CH2:7][CH3:8])[N:5]=[CH:4][C:3]=1[N+:9]([O-:11])=[O:10].[F:12][C:13]([F:25])([F:24])[C:14]([NH:16][C@@H:17]1[CH2:23][CH2:22][CH2:21][NH:20][CH2:19][CH2:18]1)=[O:15]. (2) The product is [Cl:1][C:2]1[CH:7]=[C:6]([C:8]([OH:17])([C:9]([F:10])([F:11])[F:12])[C:13]([F:15])([F:16])[F:14])[CH:5]=[CH:4][C:3]=1[N:18]([CH2:29][CH3:30])[CH2:19][CH2:20][CH2:21][C:22]1[CH:23]=[CH:24][CH:25]=[CH:26][CH:27]=1. The catalyst is C1COCC1. The yield is 0.910. The reactants are [Cl:1][C:2]1[CH:7]=[C:6]([C:8]([OH:17])([C:13]([F:16])([F:15])[F:14])[C:9]([F:12])([F:11])[F:10])[CH:5]=[CH:4][C:3]=1[N:18]([CH2:29][CH3:30])[C:19](=O)[CH2:20][CH2:21][C:22]1[CH:27]=[CH:26][CH:25]=[CH:24][CH:23]=1.B.C1COCC1.